This data is from Forward reaction prediction with 1.9M reactions from USPTO patents (1976-2016). The task is: Predict the product of the given reaction. (1) Given the reactants [C:1]([C:5]1[CH:9]=[C:8]([N:10]=[C:11]=[O:12])[N:7]([C:13]2[CH:18]=[CH:17][C:16]([CH3:19])=[CH:15][CH:14]=2)[N:6]=1)([CH3:4])([CH3:3])[CH3:2].[NH2:20][C:21]1[C:30]2[C:25](=[CH:26][CH:27]=[CH:28][CH:29]=2)[C:24]([O:31][CH2:32][CH2:33][C:34]2[CH:39]=[CH:38][N:37]=[CH:36][C:35]=2[NH2:40])=[CH:23][CH:22]=1.CCN(C(C)C)C(C)C, predict the reaction product. The product is: [NH2:40][C:35]1[CH:36]=[N:37][CH:38]=[CH:39][C:34]=1[CH2:33][CH2:32][O:31][C:24]1[C:25]2[C:30](=[CH:29][CH:28]=[CH:27][CH:26]=2)[C:21]([NH:20][C:11]([NH:10][C:8]2[N:7]([C:13]3[CH:18]=[CH:17][C:16]([CH3:19])=[CH:15][CH:14]=3)[N:6]=[C:5]([C:1]([CH3:4])([CH3:3])[CH3:2])[CH:9]=2)=[O:12])=[CH:22][CH:23]=1. (2) Given the reactants [F:1][C:2]1[C:8]([F:9])=[CH:7][CH:6]=[CH:5][C:3]=1[NH2:4].C(=O)([O-])[O-].[K+].[K+].[Br:16][CH2:17][C:18](Br)=[O:19].O, predict the reaction product. The product is: [Br:16][CH2:17][C:18]([NH:4][C:3]1[CH:5]=[CH:6][CH:7]=[C:8]([F:9])[C:2]=1[F:1])=[O:19]. (3) Given the reactants [NH2:1][C:2]([NH2:4])=[S:3].Br[CH2:6][C:7]([C:9]1[CH:14]=[CH:13][CH:12]=[C:11]([Cl:15])[CH:10]=1)=O, predict the reaction product. The product is: [Cl:15][C:11]1[CH:10]=[C:9]([C:7]2[N:1]=[C:2]([NH2:4])[S:3][CH:6]=2)[CH:14]=[CH:13][CH:12]=1.